Predict the reaction yield, written as a fraction of the theoretical maximum amount of product (1.0 means a 100% yield; for example, 0.34 means a 34% yield). From a dataset of Reaction yield outcomes from USPTO patents with 853,638 reactions. (1) The reactants are C([O:8][C:9]1[CH:23]=[CH:22][C:12]([CH2:13][C@@H:14]2[O:18][C:17]([CH3:20])([CH3:19])[O:16][C:15]2=[O:21])=[CH:11][CH:10]=1)C1C=CC=CC=1. The catalyst is CCOC(C)=O.[Pd]. The product is [OH:8][C:9]1[CH:23]=[CH:22][C:12]([CH2:13][C@@H:14]2[O:18][C:17]([CH3:20])([CH3:19])[O:16][C:15]2=[O:21])=[CH:11][CH:10]=1. The yield is 1.00. (2) The reactants are [CH2:1](O)[CH3:2].[F:4][C:5]([F:17])([F:16])[CH:6]([O:10][C:11](=[O:15])[C:12]([CH3:14])=[CH2:13])[C:7]([OH:9])=[O:8].C1(N=C=NC2CCCCC2)CCCCC1.CN(C1C=CC=CN=1)C. The catalyst is ClCCl. The product is [C:11]([O:10][CH:6]([C:7]([O:9][CH2:1][CH3:2])=[O:8])[C:5]([F:16])([F:17])[F:4])(=[O:15])[C:12]([CH3:14])=[CH2:13]. The yield is 0.650. (3) The reactants are [CH2:1]([Li])CCC.C(NC(C)C)(C)C.[CH3:13][O:14][C:15]1[CH:16]=[C:17]([CH2:23][C:24]([O:26][CH3:27])=[O:25])[CH:18]=[CH:19][C:20]=1[O:21][CH3:22].CI. The catalyst is O1CCCC1. The product is [CH3:13][O:14][C:15]1[CH:16]=[C:17]([CH:23]([CH3:1])[C:24]([O:26][CH3:27])=[O:25])[CH:18]=[CH:19][C:20]=1[O:21][CH3:22]. The yield is 0.970. (4) The reactants are [Cl:1][C:2]([F:13])([F:12])[C:3]1[N:8]=[CH:7][C:6]([C:9](=[O:11])[CH3:10])=[CH:5][CH:4]=1.[BH4-].[Na+].Cl. The catalyst is CO. The product is [Cl:1][C:2]([F:12])([F:13])[C:3]1[N:8]=[CH:7][C:6]([CH:9]([OH:11])[CH3:10])=[CH:5][CH:4]=1. The yield is 0.930.